Dataset: Drug-target binding data from BindingDB using IC50 measurements. Task: Regression. Given a target protein amino acid sequence and a drug SMILES string, predict the binding affinity score between them. We predict pIC50 (pIC50 = -log10(IC50 in M); higher means more potent). Dataset: bindingdb_ic50. (1) The compound is O=C(NS(=O)(=O)c1ccc(N[C@H](CCN2CCN(CCOP(=O)(O)O)CC2)CSc2ccccc2)c(S(=O)(=O)C(F)(F)F)c1)c1ccc(N2CCC([C@@H](O)c3ccccc3-c3ccc(Cl)cc3)CC2)cc1. The target protein sequence is MAHAGRTGYDNREIVMKYIHYKLSQRGYEWDAGDVGAAPPGAAPAPGIFSSQPGHTPHPAASRDPVARTSPLQTPAAPGAAAGPALSPVPPVVHLTLRQAGDDFSRRYRRDFAEMSSQLHLTPFTARGRFATVVEELFRDGVNWGRIVAFFEFGGVMCVESVNREMSPLVDNIALWMTEYLNRHLHTWIQDNGGWDAFVELYGP. The pIC50 is 9.1. (2) The drug is COc1ccc(-c2cn(C)c(=O)c3cc(C(=O)NC4CCS(=O)(=O)CC4)sc23)cc1OC. The pIC50 is 7.9. The target protein (Q9H8M2) has sequence MGKKHKKHKAEWRSSYEDYADKPLEKPLKLVLKVGGSEVTELSGSGHDSSYYDDRSDHERERHKEKKKKKKKKSEKEKHLDDEERRKRKEEKKRKREREHCDTEGEADDFDPGKKVEVEPPPDRPVRACRTQPAENESTPIQQLLEHFLRQLQRKDPHGFFAFPVTDAIAPGYSMIIKHPMDFGTMKDKIVANEYKSVTEFKADFKLMCDNAMTYNRPDTVYYKLAKKILHAGFKMMSKQAALLGNEDTAVEEPVPEVVPVQVETAKKSKKPSREVISCMFEPEGNACSLTDSTAEEHVLALVEHAADEARDRINRFLPGGKMGYLKRNGDGSLLYSVVNTAEPDADEEETHPVDLSSLSSKLLPGFTTLGFKDERRNKVTFLSSATTALSMQNNSVFGDLKSDEMELLYSAYGDETGVQCALSLQEFVKDAGSYSKKVVDDLLDQITGGDHSRTLFQLKQRRNVPMKPPDEAKVGDTLGDSSSSVLEFMSMKSYPDVSV....